Dataset: Reaction yield outcomes from USPTO patents with 853,638 reactions. Task: Predict the reaction yield, written as a fraction of the theoretical maximum amount of product (1.0 means a 100% yield; for example, 0.34 means a 34% yield). (1) The reactants are C[O:2][C:3]([C@@H:5]1[CH2:9][C@@H:8]([OH:10])[CH2:7][N:6]1[C:11](=[O:28])[C@@H:12]([NH:20][C:21]([O:23][C:24]([CH3:27])([CH3:26])[CH3:25])=[O:22])[CH2:13][CH2:14][CH2:15][CH2:16][CH2:17][CH:18]=[CH2:19])=[O:4].CO.O.[OH-].[Li+]. The catalyst is C1COCC1. The product is [C:24]([O:23][C:21]([NH:20][C@@H:12]([CH2:13][CH2:14][CH2:15][CH2:16][CH2:17][CH:18]=[CH2:19])[C:11]([N:6]1[CH2:7][C@H:8]([OH:10])[CH2:9][C@H:5]1[C:3]([OH:4])=[O:2])=[O:28])=[O:22])([CH3:27])([CH3:26])[CH3:25]. The yield is 0.960. (2) The reactants are [F:1][C:2]1[CH:7]=[C:6]([F:8])[C:5]([F:9])=[CH:4][C:3]=1[C:10](=[O:12])[CH3:11].[Br:13]Br. The catalyst is C(Cl)Cl. The product is [Br:13][CH2:11][C:10]([C:3]1[CH:4]=[C:5]([F:9])[C:6]([F:8])=[CH:7][C:2]=1[F:1])=[O:12]. The yield is 0.970.